From a dataset of Catalyst prediction with 721,799 reactions and 888 catalyst types from USPTO. Predict which catalyst facilitates the given reaction. (1) Reactant: O.NN.[CH3:4][C:5]1[C:10]([CH3:11])=[CH:9][CH:8]=[CH:7][C:6]=1[O:12][C:13]1[CH:18]=[CH:17][C:16]([N+:19]([O-])=O)=[CH:15][N:14]=1. Product: [CH3:4][C:5]1[C:10]([CH3:11])=[CH:9][CH:8]=[CH:7][C:6]=1[O:12][C:13]1[N:14]=[CH:15][C:16]([NH2:19])=[CH:17][CH:18]=1. The catalyst class is: 29. (2) Reactant: [C:1]([O:5][C:6]([N:8]1[C:12]2=[N:13][C:14]([F:17])=[CH:15][CH:16]=[C:11]2[C:10]([CH3:18])=[N:9]1)=[O:7])([CH3:4])([CH3:3])[CH3:2].C1C(=O)N([Br:26])C(=O)C1.C(OOC(=O)C1C=CC=CC=1)(=O)C1C=CC=CC=1. Product: [C:1]([O:5][C:6]([N:8]1[C:12]2=[N:13][C:14]([F:17])=[CH:15][CH:16]=[C:11]2[C:10]([CH2:18][Br:26])=[N:9]1)=[O:7])([CH3:4])([CH3:3])[CH3:2]. The catalyst class is: 53. (3) The catalyst class is: 7. Reactant: F[C:2]1[CH:9]=[CH:8][C:7]([C:10]([F:13])([F:12])[F:11])=[CH:6][C:3]=1[C:4]#[N:5].[H-].[Na+].[CH3:16][N:17]1[CH2:21][CH2:20][CH2:19][C@H:18]1[CH2:22][OH:23]. Product: [CH3:16][N:17]1[CH2:21][CH2:20][CH2:19][C@H:18]1[CH2:22][O:23][C:2]1[CH:9]=[CH:8][C:7]([C:10]([F:13])([F:12])[F:11])=[CH:6][C:3]=1[C:4]#[N:5]. (4) Reactant: [CH2:1]([C:3]1([C:13](OC)=[O:14])[CH2:12][CH2:11][C:6]2([O:10][CH2:9][CH2:8][O:7]2)[CH2:5][CH2:4]1)[CH3:2].[H-].[Al+3].[Li+].[H-].[H-].[H-].O.[OH-].[Na+]. Product: [CH2:1]([C:3]1([CH2:13][OH:14])[CH2:12][CH2:11][C:6]2([O:7][CH2:8][CH2:9][O:10]2)[CH2:5][CH2:4]1)[CH3:2]. The catalyst class is: 7. (5) Reactant: [CH3:1][O:2][C:3]([C:5]1[C:18]([NH:19][C:20]2[CH:25]=[CH:24][C:23]([Br:26])=[CH:22][C:21]=2[Cl:27])=[C:17]([F:28])[C:8]2[N:9]=[CH:10][N:11]([CH2:12][CH2:13][C:14](O)=[O:15])[C:7]=2[CH:6]=1)=[O:4].[CH:29]1[CH:30]=CC2N(O)N=[N:35][C:33]=2[CH:34]=1.O.CCN(CC)CC.N1CCCC1.CCN=C=NCCCN(C)C. Product: [CH3:1][O:2][C:3]([C:5]1[C:18]([NH:19][C:20]2[CH:25]=[CH:24][C:23]([Br:26])=[CH:22][C:21]=2[Cl:27])=[C:17]([F:28])[C:8]2[N:9]=[CH:10][N:11]([CH2:12][CH2:13][C:14](=[O:15])[N:35]3[CH2:30][CH2:29][CH2:34][CH2:33]3)[C:7]=2[CH:6]=1)=[O:4]. The catalyst class is: 173. (6) Reactant: Cl[C:2]1[CH:3]=[C:4]([N+:12]([O-])=O)[C:5]2[O:9][C:8](=[O:10])[NH:7][C:6]=2[CH:11]=1.[H][H]. The catalyst class is: 29. Product: [NH2:12][C:4]1[C:5]2[O:9][C:8](=[O:10])[NH:7][C:6]=2[CH:11]=[CH:2][CH:3]=1.